The task is: Predict the reactants needed to synthesize the given product.. This data is from Full USPTO retrosynthesis dataset with 1.9M reactions from patents (1976-2016). (1) Given the product [CH3:1][O:2][CH2:3][CH2:4][C@@H:5]([NH:17][S@:15]([C:12]([CH3:14])([CH3:13])[CH3:11])=[O:16])[CH3:6], predict the reactants needed to synthesize it. The reactants are: [CH3:1][O:2][CH2:3][CH2:4][C:5](OC)(OC)[CH3:6].[CH3:11][C:12]([S@@:15]([NH2:17])=[O:16])([CH3:14])[CH3:13].[BH4-].[Na+].[Cl-].[Na+]. (2) Given the product [CH:35]1([C:38]([NH:2][C@@H:3]2[CH2:8][CH2:7][C@H:6]([NH:9][C:10](=[O:27])[C:11]3[CH:16]=[C:15]([F:17])[CH:14]=[N:13][C:12]=3[O:18][C:19]3[CH:24]=[CH:23][CH:22]=[C:21]([S:25][CH3:26])[CH:20]=3)[CH2:5][CH2:4]2)=[O:39])[CH2:37][CH2:36]1, predict the reactants needed to synthesize it. The reactants are: Cl.[NH2:2][C@@H:3]1[CH2:8][CH2:7][C@H:6]([NH:9][C:10](=[O:27])[C:11]2[CH:16]=[C:15]([F:17])[CH:14]=[N:13][C:12]=2[O:18][C:19]2[CH:24]=[CH:23][CH:22]=[C:21]([S:25][CH3:26])[CH:20]=2)[CH2:5][CH2:4]1.C(N(CC)CC)C.[CH:35]1([C:38](O)=[O:39])[CH2:37][CH2:36]1.Cl.CN(C)CCCN=C=NCC.ON1C2C=CC=CC=2N=N1. (3) Given the product [CH3:10][C:8]1([C:5]2[CH:6]=[CH:7][C:2]([CH3:1])=[CH:3][CH:4]=2)[O:24][CH2:23][CH2:22][O:9]1, predict the reactants needed to synthesize it. The reactants are: [CH3:1][C:2]1[CH:7]=[CH:6][C:5]([C:8]([CH3:10])=[O:9])=[CH:4][CH:3]=1.C1(C)C=CC(S(O)(=O)=O)=CC=1.[CH2:22](O)[CH2:23][OH:24]. (4) Given the product [Br:8][C:5]1[N:4]=[C:3]2[C:2](=[N:7][CH:6]=1)[NH:1][C:21](=[O:22])[N:20]([C:16]1[CH:17]=[CH:18][CH:19]=[C:14]([Cl:13])[CH:15]=1)[C:9]2=[O:11], predict the reactants needed to synthesize it. The reactants are: [NH2:1][C:2]1[C:3]([C:9]([O:11]C)=O)=[N:4][C:5]([Br:8])=[CH:6][N:7]=1.[Cl:13][C:14]1[CH:15]=[C:16]([N:20]=[C:21]=[O:22])[CH:17]=[CH:18][CH:19]=1. (5) The reactants are: [CH2:1]([C@H:8]([NH:28][C:29]([C@@H:31]([NH:36][C:37](=[O:40])[O:38][CH3:39])[C:32]([CH3:35])([CH3:34])[CH3:33])=[O:30])[C@@H:9]([OH:27])[CH2:10][C@@H:11]([NH:19]C(OC(C)(C)C)=O)[CH2:12][C:13]1[CH:18]=[CH:17][CH:16]=[CH:15][CH:14]=1)[C:2]1[CH:7]=[CH:6][CH:5]=[CH:4][CH:3]=1.Cl.[OH-].[Na+]. Given the product [NH2:19][C@@H:11]([CH2:12][C:13]1[CH:14]=[CH:15][CH:16]=[CH:17][CH:18]=1)[CH2:10][C@H:9]([OH:27])[C@@H:8]([NH:28][C:29]([C@@H:31]([NH:36][C:37](=[O:40])[O:38][CH3:39])[C:32]([CH3:34])([CH3:35])[CH3:33])=[O:30])[CH2:1][C:2]1[CH:7]=[CH:6][CH:5]=[CH:4][CH:3]=1, predict the reactants needed to synthesize it. (6) The reactants are: [Cl:1][CH:2]([CH2:6][CH3:7])[C:3](Cl)=[O:4].[NH2:8][C:9]1[CH:13]=[CH:12][S:11][C:10]=1[C:14]([NH:16][C:17]1[CH:22]=[CH:21][C:20]([CH3:23])=[CH:19][CH:18]=1)=[O:15]. Given the product [Cl:1][CH:2]([CH2:6][CH3:7])[C:3]([NH:8][C:9]1[CH:13]=[CH:12][S:11][C:10]=1[C:14]([NH:16][C:17]1[CH:22]=[CH:21][C:20]([CH3:23])=[CH:19][CH:18]=1)=[O:15])=[O:4], predict the reactants needed to synthesize it. (7) Given the product [CH:14]1([O:1][C:2]2[CH:3]=[C:4]([CH:10]=[CH:11][CH:12]=2)[C:5]([O:7][CH2:8][CH3:9])=[O:6])[CH2:18][CH2:17][CH2:16][CH2:15]1, predict the reactants needed to synthesize it. The reactants are: [OH:1][C:2]1[CH:3]=[C:4]([CH:10]=[CH:11][CH:12]=1)[C:5]([O:7][CH2:8][CH3:9])=[O:6].Br[CH:14]1[CH2:18][CH2:17][CH2:16][CH2:15]1. (8) Given the product [NH:18]1[C:26]2[CH:25]=[CH:24][N:23]=[CH:22][C:21]=2[CH:20]=[C:19]1[C:27]([NH:34][CH2:35][CH:36]1[C:9]2([N:8]([C:11]([O:13][C:14]([CH3:15])([CH3:16])[CH3:17])=[O:12])[CH2:7][CH2:6][CH2:5][CH2:10]2)[CH2:37]1)=[O:29], predict the reactants needed to synthesize it. The reactants are: NCC1[C:5]2([CH2:10][CH2:9][N:8]([C:11]([O:13][C:14]([CH3:17])([CH3:16])[CH3:15])=[O:12])[CH2:7][CH2:6]2)C1.[NH:18]1[C:26]2[CH:25]=[CH:24][N:23]=[CH:22][C:21]=2[CH:20]=[C:19]1[C:27]([OH:29])=O.CCN=C=[N:34][CH2:35][CH2:36][CH2:37]N(C)C.C(N(CC)CC)C.C1C=CC2N(O)N=NC=2C=1. (9) Given the product [CH3:1][Si:2]([CH3:51])([CH3:50])[CH2:3][CH2:4][O:5][CH2:6][N:7]([CH2:42][O:43][CH2:44][CH2:45][Si:46]([CH3:49])([CH3:48])[CH3:47])[C:8]1[N:13]2[N:14]=[CH:15][C:16]([C:17]3[CH:18]=[N:19][C:20]([C:23]4[CH:28]=[CH:27][CH:26]=[CH:25][CH:24]=4)=[CH:21][CH:22]=3)=[C:12]2[N:11]=[C:10]([CH2:29][CH:30]2[CH2:35][CH2:34][CH:33]([C:36]([O:38][CH2:39][CH3:40])=[O:37])[CH2:32][CH2:31]2)[C:9]=1[C:57]([O:59][CH2:60][CH3:61])=[CH2:58], predict the reactants needed to synthesize it. The reactants are: [CH3:1][Si:2]([CH3:51])([CH3:50])[CH2:3][CH2:4][O:5][CH2:6][N:7]([CH2:42][O:43][CH2:44][CH2:45][Si:46]([CH3:49])([CH3:48])[CH3:47])[C:8]1[N:13]2[N:14]=[CH:15][C:16]([C:17]3[CH:18]=[N:19][C:20]([C:23]4[CH:28]=[CH:27][CH:26]=[CH:25][CH:24]=4)=[CH:21][CH:22]=3)=[C:12]2[N:11]=[C:10]([CH2:29][CH:30]2[CH2:35][CH2:34][CH:33]([C:36]([O:38][CH2:39][CH3:40])=[O:37])[CH2:32][CH2:31]2)[C:9]=1Br.C([Sn](CCCC)(CCCC)[C:57]([O:59][CH2:60][CH3:61])=[CH2:58])CCC.